Dataset: Acute oral toxicity (LD50) regression data from Zhu et al.. Task: Regression/Classification. Given a drug SMILES string, predict its toxicity properties. Task type varies by dataset: regression for continuous values (e.g., LD50, hERG inhibition percentage) or binary classification for toxic/non-toxic outcomes (e.g., AMES mutagenicity, cardiotoxicity, hepatotoxicity). Dataset: ld50_zhu. (1) The drug is O=C(c1ccccc1)N1CCN=C1Nc1c(Cl)cccc1Cl. The rat oral LD50 is 3.69, given as -log10 of the dose in mol/kg body weight (higher means more acutely toxic). (2) The drug is CC(=O)C=C(C)C. The rat oral LD50 is 1.94, given as -log10 of the dose in mol/kg body weight (higher means more acutely toxic). (3) The compound is CC(=O)Oc1ccc(-c2ccc(F)cc2)cc1C(=O)O. The rat oral LD50 is 3.17, given as -log10 of the dose in mol/kg body weight (higher means more acutely toxic). (4) The drug is Oc1ccc(-c2ccccc2)cc1CN1CCCC1. The rat oral LD50 is 3.93, given as -log10 of the dose in mol/kg body weight (higher means more acutely toxic). (5) The compound is CCCCC(CC)COCC1CO1. The rat oral LD50 is 1.38, given as -log10 of the dose in mol/kg body weight (higher means more acutely toxic).